From a dataset of Drug-target binding data from BindingDB using IC50 measurements. Regression. Given a target protein amino acid sequence and a drug SMILES string, predict the binding affinity score between them. We predict pIC50 (pIC50 = -log10(IC50 in M); higher means more potent). Dataset: bindingdb_ic50. (1) The small molecule is CC1(C)C(=O)N(c2ccc(C#N)c(C(F)(F)F)c2)C(=O)N1CCCOc1ccc(-c2ccncc2)cc1F. The target protein (P19091) has sequence MEVQLGLGRVYPRPPSKTYRGAFQNLFQSVREAIQNPGPRHPEAANIAPPGACLQQRQETSPRRRRRQQHTEDGSPQAHIRGPTGYLALEEEQQPSQQQAASEGHPESSCLPEPGAATAPGKGLPQQPPAPPDQDDSAAPSTLSLLGPTFPGLSSCSADIKDILNEAGTMQLLQQQQQQQQHQQQHQQHQQQQEVISEGSSARAREATGAPSSSKDSYLGGNSTISDSAKELCKAVSVSMGLGVEALEHLSPGEQLRGDCMYASLLGGPPAVRPTPCAPLPECKGLPLDEGPGKSTEETAEYSSFKGGYAKGLEGESLGCSGSSEAGSSGTLEIPSSLSLYKSGALDEAAAYQNRDYYNFPLALSGPPHPPPPTHPHARIKLENPLDYGSAWAAAAAQCRYGDLGSLHGGSVAGPSTGSPPATTSSSWHTLFTAEEGQLYGPGGGGGSSSPSDAGPVAPYGYTRPPQGLTSQESDYSASEVWYPGGVVNRVPYPSPNCVK.... The pIC50 is 8.0. (2) The drug is CC(C(N)=O)N1C(=O)C(CC(=O)NO)Sc2ccccc21. The target protein (P68826) has sequence MLTMKDIIRDGHPTLRQKAAELELPLTKEEKETLIAMREFLVNSQDEEIAKRYGLRSGVGLAAPQINISKRMIAVLIPDDGSGKSYDYMLVNPKIVSHSVQEAYLPTGEGCLSVDDNVAGLVHRHNRITIKAKDIEGNDIQLRLKGYPAIVFQHEIDHLNGVMFYDHIDKNHPLQPHTDAVEV. The pIC50 is 7.4. (3) The drug is CC(C)(O/N=C(\C(=O)N[C@H]1CON(C2(C(=O)O)CCC(=O)O2)C1=O)c1csc(N)n1)C(=O)O. The target protein (Q07806) has sequence MRLLKFLWWTCVTLICGVLLSFSGAYLYLSPSLPSVEALRNVQLQIPLKVYSEDGKLISEFGEMRRTPIRFADIPQDFIHALLSAEDDNFANHYGVDVKSLMRAAAQLLKSGHIQTGGSTITMQVAKNYFLTNERSFSRKINEILLALQIERQLTKDEILELYVNKIYLGNRAYGIEAAAQVYYGKPIKDLSLAEMAMIAGLPKAPSRYNPLVNPTRSTERRNWILERMLKLGFIDQQRYQAAVEEPINASYHVQTPELNAPYIAEMARAEMVGRYGSEAYTEGYKVITTVRSDLQNAASQSVRDGLIDYDQRHGYRGPETRLPGQTRDAWLKHLGQQRSIGGLEPAIVTQVEKSGIMVMTRDGKEEAVTWDSMKWARPFLSNNSMGPMPRQPADVAQAGDQIRVQRQEDGTLRFVQIPAAQSALISLDPKDGAIRSLVGGFSFEQSNYNRAIQAKRQPGSSFKPFIYSAALDNGFTAASLVNDAPIVFVDEYLDKVWRP.... The pIC50 is 7.3. (4) The small molecule is CC(=O)c1c(O)c(C)c(O)c(C(C)=O)c1O. The target protein (P97391) has sequence MKGLLTLAWFLACSVPAVPGGLLELKSMIEKVTGKNAFKNYGFYGCYCGWGGRGTPKDGTDWCCQMHDRCYGQLEEKDCAIRTQSYDYRYTNGLVICEHDSFCPMRLCACDRKLVYCLRRNLWTYNPLYQYYPNFLC. The pIC50 is 5.8. (5) The drug is CN(c1ccc(C(=O)Nc2n[nH]c3cc(OCCOCc4ccccc4)ccc23)cc1)C1CC[N+](C)([O-])CC1. The target protein sequence is HKYKKQFRYESQLQMVQVTGSSDNEYFYVDFREYEYDLKWEFPRENLEFGKVLGSGAFGKVMNATAYGISKTGVSIQVAVKMLKEKADSSEREALMSELKMMTQLGSHENIVNLLGACTLSGPIYLIFEYCCYGDLLNYLRSKREKFHRTWTEIFKEHNFSFYPTFQSHPNSSMPGSREVQIHPDSDQISGLHGNSFHSEDEIEYENQKRLEEEEDLNVLTFEDLLCFAYQVAKGMEFLEFKSCVHRDLAARNVLVTHGKVVKICDFGLARDIMSDSNYVVRGNARLPVKWMAPESLFEGIYTIKSDVWSYGILLWEIFSLGVNPYPGIPVDANFYKLIQNGFKMDQPFYATEEIYIIMQSCWAFDSRKRPSFPNLTSFLGCQLADAEEAMYQNVDGRVSECPHTYQNRRPFSREMDLGLLSPQAQVEDS. The pIC50 is 7.3. (6) The compound is c1cc[n+](CCCCCCCCCC[n+]2ccccc2)cc1. The target protein (P07692) has sequence MREMNLLVTSSLGVLLHLVVLCQADDDSELLVNTKSGKVMRTRIPVLSSHISAFLGIPFAEPPVGNMRFRRPEPKKPWSGVWNASTYPNNCQQYVDEQFPGFPGSEMWNPNREMSEDCLYLNIWVPSPRPKSATVMLWIYGGGFYSGSSTLDVYNGKYLAYTEEVVLVSLSYRVGAFGFLALHGSQEAPGNMGLLDQRMALQWVHDNIQFFGGDPKTVTLFGESAGRASVGMHILSPGSRDLFRRAILQSGSPNCPWASVSVAEGRRRAVELRRNLNCNLNSDEDLIQCLREKKPQELIDVEWNVLPFDSIFRFSFVPVIDGEFFPTSLESMLNAGNFKKTQILLGVNKDEGSFFLLYGAPGFSKDSESKISREDFMSGVKLSVPHANDLGLDAVTLQYTDWMDDNNGIKNRDGLDDIVGDHNVICPLMHFVNKYTKFGNGTYLYFFNHRASNLVWPEWMGVIHGYEIEFVFGLPLVKELNYTAEEEALSRRIMHYWATF.... The pIC50 is 7.6. (7) The small molecule is C[C@H](N)C(=O)NCc1cccc(-c2ocnc2-c2nnc(-c3ccccc3)o2)c1. The target protein (Q86X55) has sequence MAAAAAAVGPGAGGAGSAVPGGAGPCATVSVFPGARLLTIGDANGEIQRHAEQQALRLEVRAGPDSAGIALYSHEDVCVFKCSVSRETECSRVGKQSFIITLGCNSVLIQFATPNDFCSFYNILKTCRGHTLERSVFSERTEESSAVQYFQFYGYLSQQQNMMQDYVRTGTYQRAILQNHTDFKDKIVLDVGCGSGILSFFAAQAGARKIYAVEASTMAQHAEVLVKSNNLTDRIVVIPGKVEEVSLPEQVDIIISEPMGYMLFNERMLESYLHAKKYLKPSGNMFPTIGDVHLAPFTDEQLYMEQFTKANFWYQPSFHGVDLSALRGAAVDEYFRQPVVDTFDIRILMAKSVKYTVNFLEAKEGDLHRIEIPFKFHMLHSGLVHGLAFWFDVAFIGSIMTVWLSTAPTEPLTHWYQVRCLFQSPLFAKAGDTLSGTCLLIANKRQSYDISIVAQVDQTGSKSSNLLDLKNPFFRYTGTTPSPPPGSHYTSPSENMWNTG.... The pIC50 is 6.4. (8) The small molecule is O=C([C@@H]1CCCN1)N1CCCC1. The target protein (P27487) has sequence MKTPWKVLLGLLGAAALVTIITVPVVLLNKGTDDATADSRKTYTLTDYLKNTYRLKLYSLRWISDHEYLYKQENNILVFNAEYGNSSVFLENSTFDEFGHSINDYSISPDGQFILLEYNYVKQWRHSYTASYDIYDLNKRQLITEERIPNNTQWVTWSPVGHKLAYVWNNDIYVKIEPNLPSYRITWTGKEDIIYNGITDWVYEEEVFSAYSALWWSPNGTFLAYAQFNDTEVPLIEYSFYSDESLQYPKTVRVPYPKAGAVNPTVKFFVVNTDSLSSVTNATSIQITAPASMLIGDHYLCDVTWATQERISLQWLRRIQNYSVMDICDYDESSGRWNCLVARQHIEMSTTGWVGRFRPSEPHFTLDGNSFYKIISNEEGYRHICYFQIDKKDCTFITKGTWEVIGIEALTSDYLYYISNEYKGMPGGRNLYKIQLSDYTKVTCLSCELNPERCQYYSVSFSKEAKYYQLRCSGPGLPLYTLHSSVNDKGLRVLEDNSAL.... The pIC50 is 5.0.